This data is from Forward reaction prediction with 1.9M reactions from USPTO patents (1976-2016). The task is: Predict the product of the given reaction. (1) Given the reactants [Br:1]Br.[CH2:3]([CH2:10][C:11](=[O:13])[CH3:12])[C:4]1[CH:9]=[CH:8][CH:7]=[CH:6][CH:5]=1.O, predict the reaction product. The product is: [Br:1][CH2:12][C:11](=[O:13])[CH2:10][CH2:3][C:4]1[CH:9]=[CH:8][CH:7]=[CH:6][CH:5]=1. (2) Given the reactants Br[C:2]1[CH:3]=[C:4]([NH:8][CH:9]([C:13]2[CH:18]=[CH:17][CH:16]=[CH:15][CH:14]=2)[C:10]([NH2:12])=[O:11])[CH:5]=[N:6][CH:7]=1.[CH3:19][C:20]1[CH:25]=[CH:24][N:23]=[CH:22][C:21]=1B(O)O.C(=O)([O-])[O-].[K+].[K+], predict the reaction product. The product is: [CH3:19][C:20]1[CH:25]=[CH:24][N:23]=[CH:22][C:21]=1[C:2]1[CH:7]=[N:6][CH:5]=[C:4]([NH:8][CH:9]([C:13]2[CH:18]=[CH:17][CH:16]=[CH:15][CH:14]=2)[C:10]([NH2:12])=[O:11])[CH:3]=1. (3) Given the reactants [F:1][C:2]1([F:25])[CH2:7][CH:6]([F:8])[C:5](=[O:9])[N:4](C(OC(C)(C)C)=O)[C@@:3]1([C:18]1[CH:23]=[CH:22][CH:21]=[CH:20][C:19]=1[F:24])[CH3:17].[CH3:26][Si](C)(C)[N-][Si](C)(C)C.[Li+].CI.C(O)(C(F)(F)F)=O, predict the reaction product. The product is: [F:8][C:6]1([CH3:26])[CH2:7][C:2]([F:1])([F:25])[C@:3]([C:18]2[CH:23]=[CH:22][CH:21]=[CH:20][C:19]=2[F:24])([CH3:17])[NH:4][C:5]1=[O:9].